This data is from Full USPTO retrosynthesis dataset with 1.9M reactions from patents (1976-2016). The task is: Predict the reactants needed to synthesize the given product. (1) Given the product [CH2:1]([O:3][C:4]([C:6]1[NH:7][C:8]2[C:13]([C:14]=1[Cl:15])=[CH:12][C:11]([C:26]1[CH:31]=[CH:30][C:29]([C:32]([F:35])([F:34])[F:33])=[CH:28][N:27]=1)=[CH:10][CH:9]=2)=[O:5])[CH3:2], predict the reactants needed to synthesize it. The reactants are: [CH2:1]([O:3][C:4]([C:6]1[NH:7][C:8]2[C:13]([C:14]=1[Cl:15])=[CH:12][C:11](B1OC(C)(C)C(C)(C)O1)=[CH:10][CH:9]=2)=[O:5])[CH3:2].Br[C:26]1[CH:31]=[CH:30][C:29]([C:32]([F:35])([F:34])[F:33])=[CH:28][N:27]=1. (2) Given the product [NH2:37][C:23]1[C:24]2[CH:25]=[CH:26][CH:27]=[C:18]([S:15]([N:12]3[CH2:13][CH2:14][CH:10]([NH:8][CH3:9])[CH2:11]3)(=[O:17])=[O:16])[C:19]=2[C:20]([Cl:29])=[CH:21][N:22]=1.[ClH:28], predict the reactants needed to synthesize it. The reactants are: C(OC([N:8]([CH:10]1[CH2:14][CH2:13][N:12]([S:15]([C:18]2[C:19]3[C:20]([Cl:29])=[CH:21][N:22]=[C:23]([Cl:28])[C:24]=3[CH:25]=[CH:26][CH:27]=2)(=[O:17])=[O:16])[CH2:11]1)[CH3:9])=O)(C)(C)C.C(OC([NH:37]C1CCN(S(C2C3C(Cl)=CN=C(Cl)C=3C=CC=2)(=O)=O)C1)=O)(C)(C)C. (3) Given the product [CH3:1][C:2]1[C:6]2[C:7](=[O:18])[N:8]([CH2:11][CH2:12][N:13]3[CH2:14][CH2:15][CH2:16][CH2:17]3)[CH2:9][CH2:10][C:5]=2[NH:4][C:3]=1[CH:19]=[C:29]1[C:28]2[C:32](=[CH:33][CH:34]=[CH:35][C:27]=2[CH:24]2[CH2:23][CH2:22][NH:21][CH2:26][CH2:25]2)[NH:31][C:30]1=[O:36], predict the reactants needed to synthesize it. The reactants are: [CH3:1][C:2]1[C:6]2[C:7](=[O:18])[N:8]([CH2:11][CH2:12][N:13]3[CH2:17][CH2:16][CH2:15][CH2:14]3)[CH2:9][CH2:10][C:5]=2[NH:4][C:3]=1[CH:19]=O.[NH:21]1[CH2:26][CH2:25][CH:24]([C:27]2[CH:35]=[CH:34][CH:33]=[C:32]3[C:28]=2[CH2:29][C:30](=[O:36])[NH:31]3)[CH2:23][CH2:22]1. (4) Given the product [CH2:1]([O:3][C:4](=[O:19])[NH:5][C@@H:6]1[CH2:15][C:14]2[C:9](=[C:10]([F:18])[CH:11]=[C:12]([F:17])[CH:13]=2)[O:8][CH2:7]1)[CH3:2], predict the reactants needed to synthesize it. The reactants are: [CH2:1]([O:3][C:4](=[O:19])[NH:5][C@H:6]1[C:15](=O)[C:14]2[C:9](=[C:10]([F:18])[CH:11]=[C:12]([F:17])[CH:13]=2)[O:8][CH2:7]1)[CH3:2].CO.[BH4-].[Na+]. (5) Given the product [CH2:24]([S:31]([NH:34][C:35]([CH:37]1[CH2:42][CH2:41][N:40]([C:43]2[C:53]([C:54]#[N:55])=[CH:52][C:46]([C:47]([O:49][CH2:50][CH3:51])=[O:48])=[C:45]([CH2:56][S:8][CH2:18][C:19]([O:21][CH2:22][CH3:23])=[O:20])[N:44]=2)[CH2:39][CH2:38]1)=[O:36])(=[O:33])=[O:32])[C:25]1[CH:30]=[CH:29][CH:28]=[CH:27][CH:26]=1, predict the reactants needed to synthesize it. The reactants are: C(O)(=[S:8])C1C=CC=CC=1.CCC([O-])(C)C.[Na+].Br[CH2:18][C:19]([O:21][CH2:22][CH3:23])=[O:20].[CH2:24]([S:31]([NH:34][C:35]([CH:37]1[CH2:42][CH2:41][N:40]([C:43]2[C:53]([C:54]#[N:55])=[CH:52][C:46]([C:47]([O:49][CH2:50][CH3:51])=[O:48])=[C:45]([CH2:56]Cl)[N:44]=2)[CH2:39][CH2:38]1)=[O:36])(=[O:33])=[O:32])[C:25]1[CH:30]=[CH:29][CH:28]=[CH:27][CH:26]=1.Cl. (6) Given the product [Cl:1][C:2]1[C:3]([C:20]2[N:24]3[CH:25]=[CH:26][CH:27]=[CH:28][C:23]3=[N:22][CH:21]=2)=[N:4][C:5]([NH:8][C:9]2[CH:17]=[CH:16][C:12]([C:13]([N:32]3[CH2:33][CH2:34][N:29]([CH2:35][CH2:36][OH:37])[CH2:30][CH2:31]3)=[O:15])=[CH:11][C:10]=2[O:18][CH3:19])=[N:6][CH:7]=1, predict the reactants needed to synthesize it. The reactants are: [Cl:1][C:2]1[C:3]([C:20]2[N:24]3[CH:25]=[CH:26][CH:27]=[CH:28][C:23]3=[N:22][CH:21]=2)=[N:4][C:5]([NH:8][C:9]2[CH:17]=[CH:16][C:12]([C:13]([OH:15])=O)=[CH:11][C:10]=2[O:18][CH3:19])=[N:6][CH:7]=1.[N:29]1([CH2:35][CH2:36][OH:37])[CH2:34][CH2:33][NH:32][CH2:31][CH2:30]1. (7) The reactants are: Cl[C:2]1[C:7]([N+:8]([O-:10])=[O:9])=[CH:6][CH:5]=[C:4]([Cl:11])[N:3]=1.[Cu][C:13]#[N:14]. Given the product [Cl:11][C:4]1[N:3]=[C:2]([C:13]#[N:14])[C:7]([N+:8]([O-:10])=[O:9])=[CH:6][CH:5]=1, predict the reactants needed to synthesize it.